This data is from Catalyst prediction with 721,799 reactions and 888 catalyst types from USPTO. The task is: Predict which catalyst facilitates the given reaction. (1) Reactant: C([O:8][C:9]1[C:17]2[N:16]=[C:15]([CH3:18])[N:14]([CH3:19])[C:13]=2[CH:12]=[C:11]([CH2:20][O:21][CH3:22])[CH:10]=1)C1C=CC=CC=1. Product: [OH:8][C:9]1[C:17]2[N:16]=[C:15]([CH3:18])[N:14]([CH3:19])[C:13]=2[CH:12]=[C:11]([CH2:20][O:21][CH3:22])[CH:10]=1. The catalyst class is: 19. (2) Reactant: [F:1][C:2]1[CH:7]=[C:6]([N+:8]([O-:10])=[O:9])[C:5](F)=[CH:4][C:3]=1[F:12].[CH2:13]([NH2:16])[CH2:14][CH3:15].C([O-])([O-])=O.[K+].[K+]. Product: [F:1][C:2]1[C:3]([F:12])=[CH:4][C:5]([NH:16][CH2:13][CH2:14][CH3:15])=[C:6]([N+:8]([O-:10])=[O:9])[CH:7]=1. The catalyst class is: 20. (3) Reactant: [CH2:1]([C:3]12[CH2:9][CH:6]([CH2:7][CH2:8]1)[CH2:5][C:4]2=[O:10])[CH3:2].O1CC[CH2:13][CH2:12]1. Product: [C:12]([C:4]1([OH:10])[CH2:5][CH:6]2[CH2:9][C:3]1([CH2:1][CH3:2])[CH2:8][CH2:7]2)#[CH:13]. The catalyst class is: 6.